Dataset: Retrosynthesis with 50K atom-mapped reactions and 10 reaction types from USPTO. Task: Predict the reactants needed to synthesize the given product. (1) Given the product Cc1ccc(-c2ccccn2)c(C(=O)N2CCC[C@@H](C)[C@H]2CNc2ccc(Cl)cn2)n1, predict the reactants needed to synthesize it. The reactants are: Cc1ccc(-c2ccccn2)c(C(=O)N2CCC[C@@H](C)[C@H]2CN)n1.Clc1ccc(Br)nc1. (2) Given the product COC(=O)c1ccccc1C(=O)c1ccc(N)c([N+](=O)[O-])c1, predict the reactants needed to synthesize it. The reactants are: CO.Nc1ccc(C(=O)c2ccccc2C(=O)O)cc1[N+](=O)[O-]. (3) Given the product FC(F)(F)c1cccnc1, predict the reactants needed to synthesize it. The reactants are: FC(F)(F)c1cccnc1Cl. (4) Given the product OCc1cnc(Nc2ccccc2)nc1, predict the reactants needed to synthesize it. The reactants are: CCOC(=O)c1cnc(Nc2ccccc2)nc1.